Dataset: Forward reaction prediction with 1.9M reactions from USPTO patents (1976-2016). Task: Predict the product of the given reaction. (1) The product is: [NH2:7][C:8]1[CH:9]=[C:10]([CH2:11][OH:12])[CH:14]=[CH:15][CH:16]=1. Given the reactants [H-].[H-].[H-].[H-].[Li+].[Al+3].[NH2:7][C:8]1[CH:9]=[C:10]([CH:14]=[CH:15][CH:16]=1)[C:11](O)=[O:12].O.[OH-].[Na+], predict the reaction product. (2) Given the reactants [CH3:1][N:2]([CH3:16])[C:3]1[NH:4][C:5]2[C:11]([Br:12])=[C:10]([Br:13])[C:9]([Br:14])=[C:8]([Br:15])[C:6]=2[N:7]=1.[ClH:17], predict the reaction product. The product is: [ClH:17].[CH3:1][N:2]([CH3:16])[C:3]1[NH:4][C:5]2[C:11]([Br:12])=[C:10]([Br:13])[C:9]([Br:14])=[C:8]([Br:15])[C:6]=2[N:7]=1. (3) Given the reactants Cl[CH2:2][C:3]1[S:7][C:6]([NH:8][C:9](=[O:11])[CH3:10])=[N:5][CH:4]=1.Cl.[CH3:13][O:14][C:15]1[CH:27]=[CH:26][C:18]([CH2:19][CH:20]2[CH2:25][CH2:24][NH:23][CH2:22][CH2:21]2)=[CH:17][CH:16]=1.CCN(C(C)C)C(C)C, predict the reaction product. The product is: [CH3:13][O:14][C:15]1[CH:16]=[CH:17][C:18]([CH2:19][CH:20]2[CH2:21][CH2:22][N:23]([CH2:2][C:3]3[S:7][C:6]([NH:8][C:9](=[O:11])[CH3:10])=[N:5][CH:4]=3)[CH2:24][CH2:25]2)=[CH:26][CH:27]=1. (4) Given the reactants [Cl:1][C:2]1[CH:3]=[C:4]2[C:8](=[CH:9][CH:10]=1)[NH:7][N:6]=[C:5]2[C:11]#[N:12].[CH2:13](N)[CH2:14][NH2:15].P12(SP3(SP(SP(S3)(S1)=S)(=S)S2)=S)=S, predict the reaction product. The product is: [Cl:1][C:2]1[CH:3]=[C:4]2[C:8](=[CH:9][CH:10]=1)[NH:7][N:6]=[C:5]2[C:11]1[NH:15][CH2:14][CH2:13][N:12]=1. (5) Given the reactants C(=O)([O-])[O-].[Cs+].[Cs+].[NH2:7][C:8]1[C:9]([F:16])=[CH:10][C:11]([F:15])=[C:12]([OH:14])[CH:13]=1.Cl[C:18]1[C:27]2[C:22](=[CH:23][C:24]([O:30][CH3:31])=[C:25]([O:28][CH3:29])[CH:26]=2)[N:21]=[CH:20][N:19]=1.O, predict the reaction product. The product is: [CH3:29][O:28][C:25]1[CH:26]=[C:27]2[C:22](=[CH:23][C:24]=1[O:30][CH3:31])[N:21]=[CH:20][N:19]=[C:18]2[O:14][C:12]1[C:11]([F:15])=[CH:10][C:9]([F:16])=[C:8]([CH:13]=1)[NH2:7]. (6) Given the reactants Cl[C:2]1[CH:3]=[CH:4][C:5]2[CH2:11][CH2:10][CH2:9][CH2:8][N:7]([C:12]([O:14][C:15]([CH3:18])([CH3:17])[CH3:16])=[O:13])[C:6]=2[N:19]=1.C(=O)([O-])[O-].[K+].[K+].[CH2:26]1C[O:29][CH2:28][CH2:27]1, predict the reaction product. The product is: [O:29]=[CH:28][CH2:27][CH2:26][C:2]1[CH:3]=[CH:4][C:5]2[CH2:11][CH2:10][CH2:9][CH2:8][N:7]([C:12]([O:14][C:15]([CH3:18])([CH3:17])[CH3:16])=[O:13])[C:6]=2[N:19]=1.